Dataset: Full USPTO retrosynthesis dataset with 1.9M reactions from patents (1976-2016). Task: Predict the reactants needed to synthesize the given product. (1) Given the product [Br:1][C:2]1[C:3]([S:27][CH:28]([CH2:29][OH:30])[CH2:31][CH3:32])=[N:4][C:5]([NH:8][C:9]2[CH:14]=[CH:13][C:12]([S:15]([CH3:18])(=[NH:17])=[O:16])=[CH:11][CH:10]=2)=[N:6][CH:7]=1, predict the reactants needed to synthesize it. The reactants are: [Br:1][C:2]1[C:3](Cl)=[N:4][C:5]([NH:8][C:9]2[CH:14]=[CH:13][C:12]([S:15]([CH3:18])(=[NH:17])=[O:16])=[CH:11][CH:10]=2)=[N:6][CH:7]=1.C(N(CC)CC)C.[SH:27][CH:28]([CH2:31][CH3:32])[CH2:29][OH:30]. (2) Given the product [F:17][C:2]([F:1])([F:16])[C:3]1[N:8]=[CH:7][C:6]([CH2:9][S:10]([CH:13]([CH2:24][CH2:23][S:22][C:19]([F:21])([F:20])[F:18])[C:14]#[N:15])(=[O:11])=[O:12])=[CH:5][CH:4]=1, predict the reactants needed to synthesize it. The reactants are: [F:1][C:2]([F:17])([F:16])[C:3]1[N:8]=[CH:7][C:6]([CH2:9][S:10]([CH2:13][C:14]#[N:15])(=[O:12])=[O:11])=[CH:5][CH:4]=1.[F:18][C:19]([S:22][CH2:23][CH2:24]OS(C(F)(F)F)(=O)=O)([F:21])[F:20]. (3) The reactants are: [Cl:1][C:2]1[CH:7]=[CH:6][C:5]([Mg]I)=[CH:4][CH:3]=1.[CH3:10][O:11][C:12](=[O:30])[CH:13]1[CH2:18][CH2:17][CH2:16][CH2:15][N:14]1[CH2:19][CH2:20][C:21]([C:23]1[CH:28]=[CH:27][C:26]([F:29])=[CH:25][CH:24]=1)=[O:22]. Given the product [CH3:10][O:11][C:12](=[O:30])[CH:13]1[CH2:18][CH2:17][CH2:16][CH2:15][N:14]1[CH2:19][CH2:20][C:21]([C:5]1[CH:6]=[CH:7][C:2]([Cl:1])=[CH:3][CH:4]=1)([C:23]1[CH:24]=[CH:25][C:26]([F:29])=[CH:27][CH:28]=1)[OH:22], predict the reactants needed to synthesize it. (4) Given the product [CH2:17]([O:16][C:14]([C:12]1[N:13]=[C:9]([N:6]2[CH2:7][CH2:8][C@H:4]([OH:19])[CH2:5]2)[S:10][CH:11]=1)=[O:15])[CH3:18], predict the reactants needed to synthesize it. The reactants are: C([C@H:4]1[CH2:8][CH2:7][N:6]([C:9]2[S:10][CH:11]=[C:12]([C:14]([O:16][CH2:17][CH3:18])=[O:15])[N:13]=2)[CH2:5]1)(=O)C.[O-:19]CC.[Na+].Cl. (5) Given the product [F:12][C:11]([F:14])([F:13])[C:9]1[N:10]=[C:5]2[CH:4]=[CH:3][C:2]([B:15]([OH:18])[OH:16])=[CH:7][N:6]2[CH:8]=1, predict the reactants needed to synthesize it. The reactants are: Br[C:2]1[CH:3]=[CH:4][C:5]2[N:6]([CH:8]=[C:9]([C:11]([F:14])([F:13])[F:12])[N:10]=2)[CH:7]=1.[B:15](OC)([O:18]C)[O:16]C.C([Li])CCC.Cl.C(=O)(O)[O-].[Na+]. (6) The reactants are: [F:1][C:2]([F:17])([C:8]1[CH:13]=[CH:12][CH:11]=[C:10]([N+:14]([O-:16])=[O:15])[CH:9]=1)[C:3](OCC)=[O:4].[NH3:18]. Given the product [F:1][C:2]([F:17])([C:8]1[CH:13]=[CH:12][CH:11]=[C:10]([N+:14]([O-:16])=[O:15])[CH:9]=1)[C:3]([NH2:18])=[O:4], predict the reactants needed to synthesize it. (7) Given the product [F:26][C:25]([F:27])([F:28])[C:24]([NH:23][C:19]1[CH:20]=[CH:21][CH:22]=[C:17]([NH:9][CH3:8])[CH:18]=1)=[O:29], predict the reactants needed to synthesize it. The reactants are: FC(F)(F)C(O)=O.[CH3:8][N:9]([C:17]1[CH:22]=[CH:21][CH:20]=[C:19]([NH:23][C:24](=[O:29])[C:25]([F:28])([F:27])[F:26])[CH:18]=1)C(=O)OC(C)(C)C. (8) Given the product [NH2:3][CH2:4][CH2:5][CH2:6][CH2:7][CH2:8][CH2:9][CH2:10][CH2:11][CH2:12][CH2:13][CH2:14][C:15]([NH:17][OH:18])=[O:16], predict the reactants needed to synthesize it. The reactants are: [H][H].[NH2:3][CH2:4][CH2:5][CH2:6][CH2:7][CH2:8][CH2:9][CH2:10][CH2:11][CH2:12][CH2:13][CH2:14][C:15]([NH:17][O:18]CC1C=CC=CC=1)=[O:16]. (9) Given the product [N:31]1[CH:5]=[CH:4][CH:3]=[CH:2][C:1]=1[N:11]1[CH2:12][CH2:13][N:14]([CH2:17][CH2:18][CH2:19][CH2:20][O:21][C:22]2[CH:30]=[C:29]3[C:25]([CH:26]=[N:27][NH:28]3)=[CH:24][CH:23]=2)[CH2:15][CH2:16]1, predict the reactants needed to synthesize it. The reactants are: [C:1]1([N:11]2[CH2:16][CH2:15][N:14]([CH2:17][CH2:18][CH2:19][CH2:20][O:21][C:22]3[CH:30]=[C:29]4[C:25]([CH:26]=[N:27][NH:28]4)=[CH:24][CH:23]=3)[CH2:13][CH2:12]2)C2[C:5](=CC=CC=2)[CH:4]=[CH:3][CH:2]=1.[N:31]1C=CC=CC=1N1CCNCC1.